Dataset: Full USPTO retrosynthesis dataset with 1.9M reactions from patents (1976-2016). Task: Predict the reactants needed to synthesize the given product. (1) Given the product [CH2:36]([O:35][P:34]([C:31]1[CH:32]=[CH:33][C:28]([NH:27][C:2]2[CH:7]=[C:6]([O:8][C:9]3[C:18]4[C:13](=[CH:14][CH:15]=[CH:16][CH:17]=4)[C:12]([NH:19][C:20](=[O:26])[O:21][C:22]([CH3:23])([CH3:24])[CH3:25])=[CH:11][CH:10]=3)[CH:5]=[CH:4][N:3]=2)=[CH:29][C:30]=1[O:45][CH3:46])([C:39]1[CH:40]=[CH:41][CH:42]=[CH:43][CH:44]=1)=[O:38])[CH3:37], predict the reactants needed to synthesize it. The reactants are: Cl[C:2]1[CH:7]=[C:6]([O:8][C:9]2[C:18]3[C:13](=[CH:14][CH:15]=[CH:16][CH:17]=3)[C:12]([NH:19][C:20](=[O:26])[O:21][C:22]([CH3:25])([CH3:24])[CH3:23])=[CH:11][CH:10]=2)[CH:5]=[CH:4][N:3]=1.[NH2:27][C:28]1[CH:33]=[CH:32][C:31]([P:34]([C:39]2[CH:44]=[CH:43][CH:42]=[CH:41][CH:40]=2)(=[O:38])[O:35][CH2:36][CH3:37])=[C:30]([O:45][CH3:46])[CH:29]=1.C(=O)([O-])[O-].[K+].[K+].CC(C1C=C(C(C)C)C(C2C(P(C3CCCCC3)C3CCCCC3)=C(OC)C=CC=2OC)=C(C(C)C)C=1)C. (2) Given the product [Cl:19][C:16]1[CH:17]=[CH:18][C:13]([C:7]2[S:6][C:5]3[C:3](=[O:2])[O:12][CH2:11][CH2:10][C:9]=3[CH:8]=2)=[CH:14][CH:15]=1, predict the reactants needed to synthesize it. The reactants are: C[O:2][C:3]([C:5]1[S:6][C:7]([C:13]2[CH:18]=[CH:17][C:16]([Cl:19])=[CH:15][CH:14]=2)=[CH:8][C:9]=1[CH2:10][CH2:11][OH:12])=O.O.C1(C)C=CC(S(O)(=O)=O)=CC=1. (3) Given the product [OH:1][C@@:2]1([CH2:50][O:51][CH3:52])[CH2:7][CH2:6][CH2:5][CH2:4][C@H:3]1[N:8]1[C:12]([C:13]2[CH:14]=[CH:15][CH:16]=[CH:17][CH:18]=2)=[C:11]([C:19]([N:21]2[CH2:26][CH2:25][NH:24][CH2:23][C@H:22]2[CH2:37][CH2:38][O:39][C:40]2[CH:41]=[CH:42][C:43]([C:46]([O:48][CH3:49])=[O:47])=[CH:44][CH:45]=2)=[O:20])[N:10]=[CH:9]1, predict the reactants needed to synthesize it. The reactants are: [OH:1][C@@:2]1([CH2:50][O:51][CH3:52])[CH2:7][CH2:6][CH2:5][CH2:4][C@H:3]1[N:8]1[C:12]([C:13]2[CH:18]=[CH:17][CH:16]=[CH:15][CH:14]=2)=[C:11]([C:19]([N:21]2[CH2:26][CH2:25][N:24](C(OCC3C=CC=CC=3)=O)[CH2:23][C@H:22]2[CH2:37][CH2:38][O:39][C:40]2[CH:45]=[CH:44][C:43]([C:46]([O:48][CH3:49])=[O:47])=[CH:42][CH:41]=2)=[O:20])[N:10]=[CH:9]1.